Predict which catalyst facilitates the given reaction. From a dataset of Catalyst prediction with 721,799 reactions and 888 catalyst types from USPTO. (1) Reactant: [CH3:1][C@@H:2]([C@@H:9]1[C@@:13]2([CH3:28])[CH2:14][CH2:15][C@@H:16]3[C@@:21]4([CH3:27])[CH2:22][CH2:23][C@H:24]([OH:26])[CH2:25][C:20]4=[CH:19][CH:18]=[C:17]3[C@@H:12]2[CH2:11][CH2:10]1)[CH2:3][CH2:4][CH2:5][CH:6]([CH3:8])[CH3:7].CC(C)[O-].[Al+3].CC(C)[O-].CC(C)[O-].Cl. Product: [CH3:8][CH:6]([CH2:5][CH2:4][CH2:3][C@H:2]([C@@H:9]1[C@:13]2([CH3:28])[C@H:12]([C:17]3[C@H:16]([CH2:15][CH2:14]2)[C@:21]2([CH3:27])[C:20]([CH2:25][C:24](=[O:26])[CH2:23][CH2:22]2)=[CH:19][CH:18]=3)[CH2:11][CH2:10]1)[CH3:1])[CH3:7]. The catalyst class is: 131. (2) Reactant: [CH3:1][O:2][C:3]1[CH:4]=[CH:5][C:6]2[O:10][C:9](S)=[N:8][C:7]=2[CH:12]=1.S(Cl)([Cl:15])=O. Product: [Cl:15][C:9]1[O:10][C:6]2[CH:5]=[CH:4][C:3]([O:2][CH3:1])=[CH:12][C:7]=2[N:8]=1. The catalyst class is: 174. (3) The catalyst class is: 3. Reactant: Cl.[C:2]([C:4]1[CH:9]=[CH:8][CH:7]=[CH:6][C:5]=1[C:10]1[CH:24]=[CH:23][C:13]([C:14]([NH:16][CH2:17][CH:18]2[CH2:22][CH2:21][CH2:20][NH:19]2)=[O:15])=[C:12]([NH:25][CH2:26][CH2:27][C:28]2[CH:33]=[CH:32][CH:31]=[C:30]([F:34])[CH:29]=2)[N:11]=1)#[N:3].[C:35]([O:39][C:40]([NH:42][CH2:43][CH2:44][CH2:45][C:46](O)=[O:47])=[O:41])([CH3:38])([CH3:37])[CH3:36].C1C=CC2N(O)N=NC=2C=1.CN(C(ON1N=NC2C=CC=CC1=2)=[N+](C)C)C.F[P-](F)(F)(F)(F)F.CCN(C(C)C)C(C)C. Product: [C:2]([C:4]1[CH:9]=[CH:8][CH:7]=[CH:6][C:5]=1[C:10]1[CH:24]=[CH:23][C:13]([C:14]([NH:16][CH2:17][CH:18]2[CH2:22][CH2:21][CH2:20][N:19]2[C:46](=[O:47])[CH2:45][CH2:44][CH2:43][NH:42][C:40](=[O:41])[O:39][C:35]([CH3:36])([CH3:38])[CH3:37])=[O:15])=[C:12]([NH:25][CH2:26][CH2:27][C:28]2[CH:33]=[CH:32][CH:31]=[C:30]([F:34])[CH:29]=2)[N:11]=1)#[N:3]. (4) Reactant: [CH2:1]1[C:5]2([CH2:10][CH2:9][CH2:8][CH2:7][C:6]2=O)[CH2:4][CH2:3][CH2:2]1.Cl.[NH2:13][OH:14].CC([O-])=O.[Na+].C(Cl)Cl. Product: [CH2:1]1[C:5]2([CH2:10][CH2:9][CH2:8][CH2:7][C:6]2=[N:13][OH:14])[CH2:4][CH2:3][CH2:2]1. The catalyst class is: 5. (5) Reactant: [NH2:1][C@H:2]([CH2:33][C:34]1[CH:39]=[CH:38][CH:37]=[CH:36][CH:35]=1)[C:3]([N:5]1[CH2:10][CH2:9][CH:8]([N:11]2[C:16](=[O:17])[C:15]([CH3:19])([CH3:18])[CH2:14][C:13]([C:20]3[C:25]4[CH2:26][C:27]([CH3:30])([CH3:29])[O:28][C:24]=4[C:23]([O:31][CH3:32])=[CH:22][CH:21]=3)=[N:12]2)[CH2:7][CH2:6]1)=[O:4].[CH:40]1([CH2:43][O:44][C:45]2[CH:53]=[CH:52][C:48]3[O:49][CH2:50][O:51][C:47]=3[C:46]=2[C:54]2[C:55]3[NH:62][CH:61]=[C:60]([C:63](O)=[O:64])[C:56]=3[N:57]=[CH:58][N:59]=2)[CH2:42][CH2:41]1.[CH3:66]N(C(ON1N=NC2C=CC=CC1=2)=[N+](C)C)C.F[P-](F)(F)(F)(F)F.CCN(C(C)C)C(C)C. Product: [CH:40]1([CH2:43][O:44][C:45]2[CH:53]=[CH:52][C:48]3[O:49][CH2:50][O:51][C:47]=3[C:46]=2[C:54]2[C:55]3[NH:62][C:61]([CH3:66])=[C:60]([C:63]([NH:1][C@H:2]([CH2:33][C:34]4[CH:35]=[CH:36][CH:37]=[CH:38][CH:39]=4)[C:3]([N:5]4[CH2:10][CH2:9][CH:8]([N:11]5[C:16](=[O:17])[C:15]([CH3:18])([CH3:19])[CH2:14][C:13]([C:20]6[C:25]7[CH2:26][C:27]([CH3:29])([CH3:30])[O:28][C:24]=7[C:23]([O:31][CH3:32])=[CH:22][CH:21]=6)=[N:12]5)[CH2:7][CH2:6]4)=[O:4])=[O:64])[C:56]=3[N:57]=[CH:58][N:59]=2)[CH2:42][CH2:41]1. The catalyst class is: 2.